Dataset: Forward reaction prediction with 1.9M reactions from USPTO patents (1976-2016). Task: Predict the product of the given reaction. (1) Given the reactants C([O:8][C:9]1[CH:18]=[C:17]2[C:12]([C:13]([O:19][C:20]3[CH:21]=[C:22]4[C:26](=[CH:27][CH:28]=3)[NH:25][CH:24]=[CH:23]4)=[N:14][CH:15]=[N:16]2)=[CH:11][C:10]=1[O:29][CH3:30])C1C=CC=CC=1.[H][H], predict the reaction product. The product is: [OH:8][C:9]1[CH:18]=[C:17]2[C:12]([C:13]([O:19][C:20]3[CH:21]=[C:22]4[C:26](=[CH:27][CH:28]=3)[NH:25][CH:24]=[CH:23]4)=[N:14][CH:15]=[N:16]2)=[CH:11][C:10]=1[O:29][CH3:30]. (2) Given the reactants [C:1]([O:5][C:6]([N:8]1[CH2:23][CH2:22][CH2:21][C:9]21[C:12](=[O:13])[N:11]([C@@H:14]([C@H:18]([OH:20])[CH3:19])[C:15](O)=[O:16])[CH2:10]2)=[O:7])([CH3:4])([CH3:3])[CH3:2].CCN(C(C)C)C(C)C.CCN=C=NCCCN(C)C.Cl.C1C=CC2N(O)N=NC=2C=1.[N:55]1[CH:60]=[CH:59][CH:58]=[N:57][C:56]=1[CH2:61][NH2:62], predict the reaction product. The product is: [OH:20][C@H:18]([CH3:19])[C@H:14]([N:11]1[CH2:10][C:9]2([CH2:21][CH2:22][CH2:23][N:8]2[C:6]([O:5][C:1]([CH3:2])([CH3:4])[CH3:3])=[O:7])[C:12]1=[O:13])[C:15](=[O:16])[NH:62][CH2:61][C:56]1[N:57]=[CH:58][CH:59]=[CH:60][N:55]=1.